The task is: Predict which catalyst facilitates the given reaction.. This data is from Catalyst prediction with 721,799 reactions and 888 catalyst types from USPTO. Reactant: C([NH:4][C:5]1[S:6][CH:7]=[C:8]([CH2:10][NH:11][C:12]2[CH:17]=[CH:16][C:15]([NH:18][C:19]([C:21]3[C:22]([C:27]4[CH:32]=[CH:31][C:30]([C:33]([F:36])([F:35])[F:34])=[CH:29][CH:28]=4)=[CH:23][CH:24]=[CH:25][CH:26]=3)=[O:20])=[CH:14][CH:13]=2)[N:9]=1)(=O)C.Cl. Product: [NH2:4][C:5]1[S:6][CH:7]=[C:8]([CH2:10][NH:11][C:12]2[CH:17]=[CH:16][C:15]([NH:18][C:19]([C:21]3[C:22]([C:27]4[CH:28]=[CH:29][C:30]([C:33]([F:36])([F:34])[F:35])=[CH:31][CH:32]=4)=[CH:23][CH:24]=[CH:25][CH:26]=3)=[O:20])=[CH:14][CH:13]=2)[N:9]=1. The catalyst class is: 5.